The task is: Predict the product of the given reaction.. This data is from Forward reaction prediction with 1.9M reactions from USPTO patents (1976-2016). (1) Given the reactants [O:1]=[S:2]1(=[O:58])[C:17]2([CH2:19][CH2:18]2)[CH2:16][CH2:15][CH2:14][CH2:13][CH2:12][CH2:11][CH2:10][CH2:9][CH2:8][C@@H:7]2[C@:5]([NH:20][C:21]([C@@H:23]3[CH2:27][C@@H:26]([O:28][C:29]4[C:38]5[C:33](=[CH:34][C:35]([O:39][CH3:40])=[CH:36][CH:37]=5)[N:32]=[C:31]([C:41]5[N:42]=[C:43]([NH:46][CH:47]([CH3:49])[CH3:48])[S:44][CH:45]=5)[CH:30]=4)[CH2:25][N:24]3C(OC(C)(C)C)=O)=[O:22])([CH2:6]2)[C:4](=[O:57])[NH:3]1.Cl, predict the reaction product. The product is: [O:58]=[S:2]1(=[O:1])[C:17]2([CH2:18][CH2:19]2)[CH2:16][CH2:15][CH2:14][CH2:13][CH2:12][CH2:11][CH2:10][CH2:9][CH2:8][C@H:7]2[C@:5]([NH:20][C:21](=[O:22])[C@@H:23]3[CH2:27][C@@H:26]([O:28][C:29]4[C:38]5[C:33](=[CH:34][C:35]([O:39][CH3:40])=[CH:36][CH:37]=5)[N:32]=[C:31]([C:41]5[N:42]=[C:43]([NH:46][CH:47]([CH3:49])[CH3:48])[S:44][CH:45]=5)[CH:30]=4)[CH2:25][NH:24]3)([CH2:6]2)[C:4](=[O:57])[NH:3]1. (2) Given the reactants [Cl:1][C:2]1[CH:3]=[C:4]([C:9]([C:12]2[N:16]([C:17]3[CH:22]=[CH:21][C:20]([F:23])=[CH:19][CH:18]=3)[C:15]([CH2:24]O)=[N:14][CH:13]=2)([CH3:11])[CH3:10])[CH:5]=[CH:6][C:7]=1[Cl:8].S(Cl)([Cl:28])=O, predict the reaction product. The product is: [Cl:28][CH2:24][C:15]1[N:16]([C:17]2[CH:22]=[CH:21][C:20]([F:23])=[CH:19][CH:18]=2)[C:12]([C:9]([C:4]2[CH:5]=[CH:6][C:7]([Cl:8])=[C:2]([Cl:1])[CH:3]=2)([CH3:11])[CH3:10])=[CH:13][N:14]=1. (3) Given the reactants [NH2:1][CH2:2][C@H:3]1[CH2:8][CH2:7][C@H:6]([CH2:9][NH:10][C:11](=[O:26])[C:12]2[CH:17]=[C:16]([C:18]([F:21])([F:20])[F:19])[CH:15]=[C:14]([C:22]([F:25])([F:24])[F:23])[CH:13]=2)[CH2:5][CH2:4]1.[C:27]([NH:31][C:32](=[O:35])[CH2:33]Cl)([CH3:30])([CH3:29])[CH3:28].CCN(C(C)C)C(C)C, predict the reaction product. The product is: [C:27]([NH:31][C:32](=[O:35])[CH2:33][NH:1][CH2:2][C@H:3]1[CH2:4][CH2:5][C@H:6]([CH2:9][NH:10][C:11](=[O:26])[C:12]2[CH:17]=[C:16]([C:18]([F:20])([F:21])[F:19])[CH:15]=[C:14]([C:22]([F:23])([F:24])[F:25])[CH:13]=2)[CH2:7][CH2:8]1)([CH3:30])([CH3:29])[CH3:28]. (4) Given the reactants [NH:1]1[CH2:6][CH2:5][O:4][CH2:3][CH2:2]1.[CH3:7][C:8]1[CH:9]=[C:10]([CH:30]=O)[CH:11]=[C:12]2[C:16]=1[C:15](=[O:17])[N:14]([CH2:18][C:19]1[CH:24]=[CH:23][C:22]([O:25][C:26]([F:29])([F:28])[F:27])=[CH:21][CH:20]=1)[CH2:13]2.C(O[BH-](OC(=O)C)OC(=O)C)(=O)C.[Na+], predict the reaction product. The product is: [CH3:7][C:8]1[CH:9]=[C:10]([CH2:30][N:1]2[CH2:6][CH2:5][O:4][CH2:3][CH2:2]2)[CH:11]=[C:12]2[C:16]=1[C:15](=[O:17])[N:14]([CH2:18][C:19]1[CH:20]=[CH:21][C:22]([O:25][C:26]([F:29])([F:27])[F:28])=[CH:23][CH:24]=1)[CH2:13]2. (5) Given the reactants [C:1](Cl)(=[O:8])[C:2]1[CH:7]=[CH:6][CH:5]=[CH:4][CH:3]=1.[CH:10]1[C:15]([OH:16])=[CH:14][CH:13]=[CH:12][C:11]=1[CH3:17].CN1CCOCC1, predict the reaction product. The product is: [C:1]([O:16][C:15]1[CH:10]=[C:11]([CH3:17])[CH:12]=[CH:13][CH:14]=1)(=[O:8])[C:2]1[CH:7]=[CH:6][CH:5]=[CH:4][CH:3]=1. (6) Given the reactants [C:1]1([C:30]2[CH:35]=[CH:34][CH:33]=[CH:32][CH:31]=2)[C:2]([C:7]([N:9]2[CH2:14][C:13](=O)[CH2:12][CH2:11][CH:10]2[CH2:16][NH:17][C:18]([C:20]2[CH:21]=[CH:22][CH:23]=[C:24]3[C:29]=2[N:28]=[CH:27][CH:26]=[CH:25]3)=[O:19])=[O:8])=[CH:3][CH:4]=[CH:5][CH:6]=1.[NH2:36][CH2:37][CH2:38][OH:39], predict the reaction product. The product is: [C:1]1([C:30]2[CH:31]=[CH:32][CH:33]=[CH:34][CH:35]=2)[C:2]([C:7]([N:9]2[CH2:14][CH:13]([NH:36][CH2:37][CH2:38][OH:39])[CH2:12][CH2:11][CH:10]2[CH2:16][NH:17][C:18]([C:20]2[CH:21]=[CH:22][CH:23]=[C:24]3[C:29]=2[N:28]=[CH:27][CH:26]=[CH:25]3)=[O:19])=[O:8])=[CH:3][CH:4]=[CH:5][CH:6]=1. (7) Given the reactants FC(F)(F)S(O[C:7]1[CH:12]=[CH:11][C:10]([C:13]([N:15]2[CH2:20][CH2:19][O:18][CH2:17][CH2:16]2)=[O:14])=[CH:9][CH:8]=1)(=O)=O.B1(B2OC(C)(C)C(C)(C)O2)OC(C)(C)C(C)(C)O1.C([O-])(=O)C.[K+].[ClH:46].[N:47]12[CH2:54][CH2:53][CH:50]([CH2:51][CH2:52]1)[C@H:49]([NH:55][C:56]([C:58]1[S:59][C:60]3[C:66](Br)=[CH:65][CH:64]=[CH:63][C:61]=3[CH:62]=1)=[O:57])[CH2:48]2.C(=O)([O-])[O-].[Na+].[Na+], predict the reaction product. The product is: [ClH:46].[N:47]12[CH2:52][CH2:51][CH:50]([CH2:53][CH2:54]1)[C@H:49]([NH:55][C:56]([C:58]1[S:59][C:60]3[C:66]([C:7]4[CH:8]=[CH:9][C:10]([C:13]([N:15]5[CH2:16][CH2:17][O:18][CH2:19][CH2:20]5)=[O:14])=[CH:11][CH:12]=4)=[CH:65][CH:64]=[CH:63][C:61]=3[CH:62]=1)=[O:57])[CH2:48]2.